From a dataset of Reaction yield outcomes from USPTO patents with 853,638 reactions. Predict the reaction yield, written as a fraction of the theoretical maximum amount of product (1.0 means a 100% yield; for example, 0.34 means a 34% yield). (1) The reactants are [CH3:1][S:2][CH2:3][CH2:4][CH:5]([O:8][CH2:9][CH2:10][O:11][Si:12]([CH3:15])([CH3:14])[CH3:13])[C:6]#[N:7].[NH3:16]. The catalyst is CO. The product is [CH3:1][S:2][CH2:3][CH2:4][CH:5]([O:8][CH2:9][CH2:10][O:11][Si:12]([CH3:13])([CH3:15])[CH3:14])[C:6]([NH2:16])=[NH:7]. The yield is 1.00. (2) The reactants are [F:1][C:2]1[CH:27]=[CH:26][C:5]([CH2:6][C:7]2[CH:8]=[C:9]([NH:18][C:19]3[CH:24]=[CH:23][C:22]([F:25])=[CH:21][CH:20]=3)[C:10]([C:13]([O:15][CH2:16][CH3:17])=[O:14])=[N:11][CH:12]=2)=[CH:4][CH:3]=1.Cl[C:29](=[O:36])[CH2:30][C:31]([O:33][CH2:34][CH3:35])=[O:32].CO.ClCCl. The catalyst is ClCCCl. The product is [CH2:34]([O:33][C:31](=[O:32])[CH2:30][C:29]([N:18]([C:19]1[CH:24]=[CH:23][C:22]([F:25])=[CH:21][CH:20]=1)[C:9]1[C:10]([C:13]([O:15][CH2:16][CH3:17])=[O:14])=[N:11][CH:12]=[C:7]([CH2:6][C:5]2[CH:4]=[CH:3][C:2]([F:1])=[CH:27][CH:26]=2)[CH:8]=1)=[O:36])[CH3:35]. The yield is 0.800. (3) The product is [CH3:1][O:2][C:3]([C@H:5]1[C@@H:10]([NH:18][C:24]([O:26][CH2:27][C:28]2[CH:37]=[CH:36][CH:35]=[CH:34][CH:33]=2)=[O:25])[CH:9]2[CH2:8][CH2:7][CH:6]1[CH2:15][CH2:14]2)=[O:4]. The yield is 0.380. The reactants are [CH3:1][O:2][C:3]([C@@H:5]1[C@H:10](C(O)=O)[CH:9]2[CH2:14][CH2:15][CH:6]1[CH2:7][CH2:8]2)=[O:4].C([N:18](CC)CC)C.Cl[C:24]([O:26][CH2:27][CH3:28])=[O:25].[N-]=[N+]=[N-].[Na+].[CH2:33](O)[C:34]1C=C[CH:37]=[CH:36][CH:35]=1. The catalyst is O1CCCC1.O.C1C=CC=CC=1.ClCCl.